This data is from Full USPTO retrosynthesis dataset with 1.9M reactions from patents (1976-2016). The task is: Predict the reactants needed to synthesize the given product. Given the product [CH2:29]([O:28][C:26](=[O:27])[C:23]1[CH:24]=[CH:25][C:20]([NH:19][C:18]([C:14]2[CH:13]=[C:12]3[C:17](=[CH:16][CH:15]=2)[NH:8][CH2:9][CH2:10][N:11]3[S:32]([C:35]2[CH:40]=[C:39]([Cl:41])[CH:38]=[CH:37][C:36]=2[O:42][CH3:43])(=[O:34])=[O:33])=[O:31])=[CH:21][CH:22]=1)[CH3:30], predict the reactants needed to synthesize it. The reactants are: C(OC([N:8]1[C:17]2[C:12](=[CH:13][C:14]([C:18](=[O:31])[NH:19][C:20]3[CH:25]=[CH:24][C:23]([C:26]([O:28][CH2:29][CH3:30])=[O:27])=[CH:22][CH:21]=3)=[CH:15][CH:16]=2)[N:11]([S:32]([C:35]2[CH:40]=[C:39]([Cl:41])[CH:38]=[CH:37][C:36]=2[O:42][CH3:43])(=[O:34])=[O:33])[CH2:10][CH2:9]1)=O)(C)(C)C.